This data is from Forward reaction prediction with 1.9M reactions from USPTO patents (1976-2016). The task is: Predict the product of the given reaction. (1) Given the reactants [C:1]1([C:20]2[CH:25]=[CH:24][CH:23]=[CH:22][CH:21]=2)[CH:6]=[CH:5][CH:4]=[CH:3][C:2]=1[NH:7][C:8]1[CH:13]=[CH:12][C:11]([C:14]2[CH:19]=[CH:18][CH:17]=[CH:16][CH:15]=2)=[CH:10][CH:9]=1.Br[C:27]1[CH:28]=[CH:29][C:30]2[C:39]3[C:34](=[CH:35][CH:36]=[CH:37][CH:38]=3)[O:33][C:32](=[O:40])[C:31]=2[CH:41]=1.C(P(C(C)(C)C)C(C)(C)C)(C)(C)C.CC(C)([O-])C.[Na+], predict the reaction product. The product is: [C:11]1([C:14]2[CH:19]=[CH:18][CH:17]=[CH:16][CH:15]=2)[CH:12]=[CH:13][C:8]([N:7]([C:2]2[CH:3]=[CH:4][CH:5]=[CH:6][C:1]=2[C:20]2[CH:25]=[CH:24][CH:23]=[CH:22][CH:21]=2)[C:27]2[CH:28]=[CH:29][C:30]3[C:39]4[C:34](=[CH:35][CH:36]=[CH:37][CH:38]=4)[O:33][C:32](=[O:40])[C:31]=3[CH:41]=2)=[CH:9][CH:10]=1. (2) The product is: [Br:1][C:2]1[C:11]2[C:6](=[CH:7][CH:8]=[CH:9][CH:10]=2)[CH:5]=[C:4]([C:12]#[N:14])[CH:3]=1. Given the reactants [Br:1][C:2]1[C:11]2[C:6](=[CH:7][CH:8]=[CH:9][CH:10]=2)[CH:5]=[C:4]([C:12]([NH2:14])=O)[CH:3]=1.S(Cl)(Cl)=O, predict the reaction product. (3) The product is: [C:1]([O:5][C:6](=[O:7])[N:17]([CH2:21][CH2:44][C:45](=[O:33])[NH:42][C:38]1[CH:39]=[CH:40][CH:41]=[C:36]([O:35][CH3:34])[C:37]=1[NH2:43])[CH3:16])([CH3:2])([CH3:3])[CH3:4]. Given the reactants [C:1]([O:5][C:6](C(NC)(C)C(O)=O)=[O:7])([CH3:4])([CH3:3])[CH3:2].C[CH2:16][N:17]([CH:21](C)C)C(C)C.C1C=CC2N([OH:33])N=NC=2C=1.[CH3:34][O:35][C:36]1[CH:41]=[CH:40][CH:39]=[C:38]([NH2:42])[C:37]=1[NH2:43].[CH2:44](Cl)[CH2:45]Cl, predict the reaction product. (4) Given the reactants [Cl:1][C:2]1[CH:3]=[CH:4][C:5]([O:33][C:34]([CH3:45])([CH3:44])[C:35]([NH:37][S:38]([CH:41]2[CH2:43][CH2:42]2)(=[O:40])=[O:39])=[O:36])=[C:6]([CH:8]2[CH2:13][C:12](=O)[NH:11][CH:10]([C:15]3[CH:20]=[C:19]([F:21])[CH:18]=[CH:17][C:16]=3[CH3:22])[C:9]32[C:30]2[C:25](=[CH:26][C:27]([Cl:31])=[CH:28][CH:29]=2)[NH:24][C:23]3=[O:32])[CH:7]=1.P12(SP3(SP(SP(S3)(S1)=S)(=S)S2)=S)=[S:47], predict the reaction product. The product is: [Cl:31][C:27]1[CH:26]=[C:25]2[NH:24][C:23](=[O:32])[C:9]3([CH:8]([C:6]4[CH:7]=[C:2]([Cl:1])[CH:3]=[CH:4][C:5]=4[O:33][C:34]([CH3:45])([CH3:44])[C:35]([NH:37][S:38]([CH:41]4[CH2:42][CH2:43]4)(=[O:39])=[O:40])=[O:36])[CH2:13][C:12](=[S:47])[NH:11][CH:10]3[C:15]3[CH:20]=[C:19]([F:21])[CH:18]=[CH:17][C:16]=3[CH3:22])[C:30]2=[CH:29][CH:28]=1. (5) Given the reactants Cl[C@@H:2]1[CH2:6][CH2:5][N:4]([CH2:7][CH3:8])[CH2:3]1.[C:9]1([CH:15]([C:18]2[CH:23]=[CH:22][CH:21]=[CH:20][CH:19]=2)[C:16]#[N:17])[CH:14]=[CH:13][CH:12]=[CH:11][CH:10]=1, predict the reaction product. The product is: [CH2:7]([N:4]1[CH2:5][CH2:6][C@H:2]([C:15]([C:18]2[CH:23]=[CH:22][CH:21]=[CH:20][CH:19]=2)([C:9]2[CH:14]=[CH:13][CH:12]=[CH:11][CH:10]=2)[C:16]#[N:17])[CH2:3]1)[CH3:8]. (6) Given the reactants [F:1][C:2]1[CH:3]=[C:4]2[C:8](=[CH:9][CH:10]=1)[N:7]([C:11]1[N:15]([CH3:16])[N:14]=[C:13]([CH3:17])[C:12]=1/[CH:18]=[CH:19]/[C:20]([NH:22][S:23]([C:26]1[CH:31]=[CH:30][C:29]([CH3:32])=[CH:28][C:27]=1[O:33]C)(=[O:25])=[O:24])=[O:21])[CH:6]=[CH:5]2.B(Br)(Br)Br, predict the reaction product. The product is: [F:1][C:2]1[CH:3]=[C:4]2[C:8](=[CH:9][CH:10]=1)[N:7]([C:11]1[N:15]([CH3:16])[N:14]=[C:13]([CH3:17])[C:12]=1/[CH:18]=[CH:19]/[C:20]([NH:22][S:23]([C:26]1[CH:31]=[CH:30][C:29]([CH3:32])=[CH:28][C:27]=1[OH:33])(=[O:25])=[O:24])=[O:21])[CH:6]=[CH:5]2. (7) Given the reactants [NH2:1][C:2]1[CH:7]=[CH:6][C:5]([I:8])=[CH:4][C:3]=1[C:9]([C:11]1[CH:16]=[CH:15][C:14]([S:17]([CH3:20])(=[O:19])=[O:18])=[CH:13][CH:12]=1)=O.[F:21][C:22]([F:30])([F:29])[C:23](=[O:28])[CH2:24][C:25](=O)[CH3:26].C(O)(C)C, predict the reaction product. The product is: [F:21][C:22]([F:30])([F:29])[C:23]([C:24]1[C:25]([CH3:26])=[N:1][C:2]2[C:3]([C:9]=1[C:11]1[CH:16]=[CH:15][C:14]([S:17]([CH3:20])(=[O:19])=[O:18])=[CH:13][CH:12]=1)=[CH:4][C:5]([I:8])=[CH:6][CH:7]=2)=[O:28]. (8) Given the reactants [CH3:1][O:2][C:3]1[CH:8]=[C:7]([CH:9]=[C:10]([N+:12]([O-])=O)[CH3:11])[C:6]([O:15][CH3:16])=[CH:5][C:4]=1[CH2:17][CH2:18][O:19][CH2:20][O:21][CH3:22].[H-].[H-].[H-].[H-].[Li+].[Al+3].[Li].[H-].[OH-].[Na+], predict the reaction product. The product is: [CH3:16][O:15][C:6]1[CH:5]=[C:4]([CH2:17][CH2:18][O:19][CH2:20][O:21][CH3:22])[C:3]([O:2][CH3:1])=[CH:8][C:7]=1[CH2:9][CH:10]([NH2:12])[CH3:11]. (9) Given the reactants [NH:1]1[CH2:6][CH2:5][CH2:4][CH2:3][C:2]1=[O:7].[Br:8][C:9]1[CH:10]=[N:11][CH:12]=[C:13]([CH2:15]Cl)[CH:14]=1.[H-].[Na+], predict the reaction product. The product is: [Br:8][C:9]1[CH:14]=[C:13]([CH2:15][N:1]2[CH2:6][CH2:5][CH2:4][CH2:3][C:2]2=[O:7])[CH:12]=[N:11][CH:10]=1.